Task: Regression/Classification. Given a drug SMILES string, predict its toxicity properties. Task type varies by dataset: regression for continuous values (e.g., LD50, hERG inhibition percentage) or binary classification for toxic/non-toxic outcomes (e.g., AMES mutagenicity, cardiotoxicity, hepatotoxicity). Dataset: carcinogens_lagunin.. Dataset: Carcinogenicity classification data from Lagunin et al. (1) The drug is CCN1C[C@]2(COC)CC[C@H](O)[C@]34C1[C@](O)([C@@H](OC)[C@H]23)[C@@]1(O)C[C@H](OC)[C@H]2C[C@@H]4[C@@H]1[C@H]2OC. The result is 0 (non-carcinogenic). (2) The compound is c1ccc2c3c([nH]c2c1)[C@H]1C2CCC([C@@H]4CCCN[C@H]24)N1CC3. The result is 0 (non-carcinogenic). (3) The drug is CN(C)[C@@H]1C(O)=C(C(N)=O)C(=O)[C@@]2(O)C(O)=C3C(=O)c4c(O)ccc(Cl)c4[C@@](C)(O)C3C[C@@H]12. The result is 0 (non-carcinogenic). (4) The compound is C/C=C1/C[C@@H](C)[C@](O)(CO)C(=O)OCC2=CCN3CC[C@@H](OC1=O)[C@@H]23. The result is 0 (non-carcinogenic). (5) The drug is CC[C@@H](CO)NC(=O)[C@@H]1C=C2c3cccc4[nH]cc(c34)C[C@H]2N(C)C1. The result is 0 (non-carcinogenic). (6) The compound is COc1cc(/C=C/C(=O)N2CCC=CC2=O)cc(OC)c1OC. The result is 0 (non-carcinogenic). (7) The compound is N/C(=N\C(=O)c1nc(Cl)c(N)nc1N)NCc1ccccc1. The result is 0 (non-carcinogenic). (8) The compound is CC(=O)O[C@H]1CC[C@@]2(C)C(=CC[C@H]3[C@@H]4CCC(=O)[C@@]4(C)CC[C@@H]32)C1. The result is 0 (non-carcinogenic). (9) The drug is COCCc1ccc(OCC(O)CNC(C)C)cc1. The result is 0 (non-carcinogenic). (10) The molecule is C[C@@H]1C(=O)O[C@H]2CC34[C@H]5C[C@@H](C(C)(C)C)[C@]36[C@@H](OC(=O)[C@@H]6O)O[C@@]4(C(=O)O5)[C@]21O. The result is 0 (non-carcinogenic).